From a dataset of Forward reaction prediction with 1.9M reactions from USPTO patents (1976-2016). Predict the product of the given reaction. (1) The product is: [Cl:11][C:12]1[CH:21]=[CH:20][C:19]2[C:14](=[CH:15][CH:16]=[C:17]([CH3:23])[C:18]=2[NH:22][C:8](=[O:9])[CH2:7][CH:1]2[CH2:6][CH2:5][CH2:4][CH2:3][CH2:2]2)[N:13]=1. Given the reactants [CH:1]1([CH2:7][C:8](Cl)=[O:9])[CH2:6][CH2:5][CH2:4][CH2:3][CH2:2]1.[Cl:11][C:12]1[CH:21]=[CH:20][C:19]2[C:18]([NH2:22])=[C:17]([CH3:23])[CH:16]=[CH:15][C:14]=2[N:13]=1.C(N(CC)CC)C.C(=O)(O)[O-].[Na+], predict the reaction product. (2) Given the reactants [C:1]([O:5][C:6](=[O:33])[NH:7][C@@H:8]1[C@@H:13]([C:14]2[CH:19]=[C:18]([F:20])[C:17]([F:21])=[CH:16][C:15]=2[F:22])[CH2:12][CH2:11][N:10]([C:23]2[CH:28]=[CH:27][C:26]([N+:29]([O-])=O)=[C:25]([NH2:32])[N:24]=2)[CH2:9]1)([CH3:4])([CH3:3])[CH3:2].[BH4-].[Na+].C(Cl)Cl, predict the reaction product. The product is: [C:1]([O:5][C:6](=[O:33])[NH:7][C@@H:8]1[C@@H:13]([C:14]2[CH:19]=[C:18]([F:20])[C:17]([F:21])=[CH:16][C:15]=2[F:22])[CH2:12][CH2:11][N:10]([C:23]2[CH:28]=[CH:27][C:26]([NH2:29])=[C:25]([NH2:32])[N:24]=2)[CH2:9]1)([CH3:4])([CH3:2])[CH3:3]. (3) Given the reactants [Cl:1][C:2]1[CH:7]=[CH:6][C:5]([CH:8]2[C:12]3[N:13]([CH:22]([CH3:24])[CH3:23])[C:14]([CH:16]4[CH2:21][CH2:20][O:19][CH2:18][CH2:17]4)=[N:15][C:11]=3[C:10](=[O:25])[NH:9]2)=[CH:4][CH:3]=1.Cl[C:27]1[CH:28]=[C:29]([CH3:37])[C:30]2[N:31]([C:33]([CH3:36])=[N:34][N:35]=2)[N:32]=1.CC1(C)C2C(=C(P(C3C=CC=CC=3)C3C=CC=CC=3)C=CC=2)OC2C(P(C3C=CC=CC=3)C3C=CC=CC=3)=CC=CC1=2.C([O-])([O-])=O.[Cs+].[Cs+], predict the reaction product. The product is: [Cl:1][C:2]1[CH:3]=[CH:4][C:5]([CH:8]2[C:12]3[N:13]([CH:22]([CH3:23])[CH3:24])[C:14]([CH:16]4[CH2:17][CH2:18][O:19][CH2:20][CH2:21]4)=[N:15][C:11]=3[C:10](=[O:25])[N:9]2[C:27]2[CH:28]=[C:29]([CH3:37])[C:30]3[N:31]([C:33]([CH3:36])=[N:34][N:35]=3)[N:32]=2)=[CH:6][CH:7]=1. (4) Given the reactants [Cl:1][C:2]1[CH:7]=[CH:6][C:5]([NH:8][C:9](=[O:15])[O:10][C:11]([CH3:14])([CH3:13])[CH3:12])=[CH:4][CH:3]=1.C([Li])(CC)C.[O:21]1[C:26]2[CH:27]=[CH:28][CH:29]=[C:30]([CH:31]=[O:32])[C:25]=2[O:24][CH2:23][CH2:22]1.[Cl-].[NH4+], predict the reaction product. The product is: [Cl:1][C:2]1[CH:3]=[CH:4][C:5]([NH:8][C:9](=[O:15])[O:10][C:11]([CH3:12])([CH3:14])[CH3:13])=[C:6]([CH:31]([C:30]2[C:25]3[O:24][CH2:23][CH2:22][O:21][C:26]=3[CH:27]=[CH:28][CH:29]=2)[OH:32])[CH:7]=1. (5) Given the reactants [Si:1]([O:8][CH2:9][C@H:10]([O:12][C:13]1[CH:14]=[CH:15][CH:16]=[C:17]2[C:22]=1[N:21]=[C:20]([CH3:23])[CH:19]=[CH:18]2)[CH3:11])([C:4]([CH3:7])([CH3:6])[CH3:5])([CH3:3])[CH3:2].[Se](=O)=[O:25], predict the reaction product. The product is: [Si:1]([O:8][CH2:9][C@H:10]([O:12][C:13]1[CH:14]=[CH:15][CH:16]=[C:17]2[C:22]=1[N:21]=[C:20]([CH:23]=[O:25])[CH:19]=[CH:18]2)[CH3:11])([C:4]([CH3:6])([CH3:7])[CH3:5])([CH3:3])[CH3:2].